From a dataset of Catalyst prediction with 721,799 reactions and 888 catalyst types from USPTO. Predict which catalyst facilitates the given reaction. Reactant: [Li+].[BH4-].[Cl:3][C:4]1[S:33][C:7]2[NH:8][C:9]([C:11]([NH:13][C@@H:14]3[CH2:22][C:21]4[C:16](=[CH:17][CH:18]=[CH:19][CH:20]=4)[C@H:15]3[N:23]([CH3:32])[C:24](=[O:31])[CH2:25][C:26](OCC)=[O:27])=[O:12])=[CH:10][C:6]=2[CH:5]=1. Product: [Cl:3][C:4]1[S:33][C:7]2[NH:8][C:9]([C:11]([NH:13][C@@H:14]3[CH2:22][C:21]4[C:16](=[CH:17][CH:18]=[CH:19][CH:20]=4)[C@H:15]3[N:23]([C:24](=[O:31])[CH2:25][CH2:26][OH:27])[CH3:32])=[O:12])=[CH:10][C:6]=2[CH:5]=1. The catalyst class is: 625.